This data is from Forward reaction prediction with 1.9M reactions from USPTO patents (1976-2016). The task is: Predict the product of the given reaction. Given the reactants [Br:1][CH2:2][C:3]([C:5]1[CH:10]=[CH:9][CH:8]=[CH:7][CH:6]=1)=[O:4].[C:11]([O:15][C:16]([NH:18][CH:19]([C:31]1[CH:36]=[CH:35][C:34]([O:37][CH3:38])=[CH:33][CH:32]=1)[C:20]([O:22][C@@H:23]1[CH:28]2[CH2:29][CH2:30][N:25]([CH2:26][CH2:27]2)[CH2:24]1)=[O:21])=[O:17])([CH3:14])([CH3:13])[CH3:12], predict the reaction product. The product is: [O:4]([CH:3]([CH3:2])[CH3:5])[CH:11]([CH3:13])[CH3:12].[Br-:1].[C:11]([O:15][C:16]([NH:18][CH:19]([C:31]1[CH:36]=[CH:35][C:34]([O:37][CH3:38])=[CH:33][CH:32]=1)[C:20]([O:22][C@@H:23]1[CH:28]2[CH2:27][CH2:26][N+:25]([CH2:2][C:3](=[O:4])[C:5]3[CH:10]=[CH:9][CH:8]=[CH:7][CH:6]=3)([CH2:30][CH2:29]2)[CH2:24]1)=[O:21])=[O:17])([CH3:14])([CH3:13])[CH3:12].